This data is from Full USPTO retrosynthesis dataset with 1.9M reactions from patents (1976-2016). The task is: Predict the reactants needed to synthesize the given product. (1) Given the product [CH3:10][C:9]([OH:11])([CH2:8][CH2:7][O:6][C:5]1[CH:13]=[CH:14][C:2]([B:15]2[O:19][C:18]([CH3:21])([CH3:20])[C:17]([CH3:23])([CH3:22])[O:16]2)=[CH:3][CH:4]=1)[CH3:12], predict the reactants needed to synthesize it. The reactants are: Br[C:2]1[CH:14]=[CH:13][C:5]([O:6][CH2:7][CH2:8][C:9]([CH3:12])([OH:11])[CH3:10])=[CH:4][CH:3]=1.[B:15]1([B:15]2[O:19][C:18]([CH3:21])([CH3:20])[C:17]([CH3:23])([CH3:22])[O:16]2)[O:19][C:18]([CH3:21])([CH3:20])[C:17]([CH3:23])([CH3:22])[O:16]1.CC([O-])=O.[K+]. (2) Given the product [C:1]([C:3]1[CH:30]=[CH:29][C:6]2[C:7]([C:31]3[CH:36]=[CH:35][CH:34]=[CH:33][CH:32]=3)=[C:8]([C:10]3[CH:15]=[CH:14][C:13]([C:16]4([NH:20][C:21](=[O:27])[O:22][C:23]([CH3:26])([CH3:25])[CH3:24])[CH2:19][CH2:18][CH2:17]4)=[CH:12][CH:11]=3)[O:9][C:5]=2[CH:4]=1)#[N:2], predict the reactants needed to synthesize it. The reactants are: [C:1]([C:3]1[CH:30]=[CH:29][C:6]2[C:7](I)=[C:8]([C:10]3[CH:15]=[CH:14][C:13]([C:16]4([NH:20][C:21](=[O:27])[O:22][C:23]([CH3:26])([CH3:25])[CH3:24])[CH2:19][CH2:18][CH2:17]4)=[CH:12][CH:11]=3)[O:9][C:5]=2[CH:4]=1)#[N:2].[C:31]1(B(O)O)[CH:36]=[CH:35][CH:34]=[CH:33][CH:32]=1.[F-].[Cs+].C1(P(C2C=CC=CC=2)C2C=CC=CC=2)C=CC=CC=1. (3) Given the product [CH3:1][O:2][C:3]1[CH:4]=[C:5]2[C:10](=[CH:11][C:12]=1[O:13][CH3:14])[N:9]=[CH:8][CH:7]=[C:6]2[O:15][C:16]1[CH:25]=[C:24]2[C:19]([CH:20]=[CH:21][C:22]([NH:26][C:35]([NH:34][C:30]3[CH:31]=[CH:32][CH:33]=[C:28]([F:27])[CH:29]=3)=[O:36])=[CH:23]2)=[CH:18][CH:17]=1, predict the reactants needed to synthesize it. The reactants are: [CH3:1][O:2][C:3]1[CH:4]=[C:5]2[C:10](=[CH:11][C:12]=1[O:13][CH3:14])[N:9]=[CH:8][CH:7]=[C:6]2[O:15][C:16]1[CH:25]=[C:24]2[C:19]([CH:20]=[CH:21][C:22]([NH2:26])=[CH:23]2)=[CH:18][CH:17]=1.[F:27][C:28]1[CH:29]=[C:30]([N:34]=[C:35]=[O:36])[CH:31]=[CH:32][CH:33]=1. (4) Given the product [F:18][C:19]1[CH:27]=[C:26]([C:28]([F:30])([F:31])[F:29])[CH:25]=[C:24]([C:32]([F:33])([F:34])[F:35])[C:20]=1[C:21]([NH:1][C:2]1[CH:7]=[CH:6][CH:5]=[C:4]([S:8](=[O:9])(=[O:10])[NH2:11])[CH:3]=1)=[O:22], predict the reactants needed to synthesize it. The reactants are: [NH2:1][C:2]1[CH:3]=[C:4]([S:8]([NH2:11])(=[O:10])=[O:9])[CH:5]=[CH:6][CH:7]=1.C([O-])([O-])=O.[K+].[K+].[F:18][C:19]1[CH:27]=[C:26]([C:28]([F:31])([F:30])[F:29])[CH:25]=[C:24]([C:32]([F:35])([F:34])[F:33])[C:20]=1[C:21](Cl)=[O:22].C(OCC)(=O)C. (5) Given the product [ClH:1].[ClH:1].[F:23][C:24]1([F:31])[CH2:29][CH2:28][CH:27]([NH:3][C@@H:4]2[CH2:6][C@H:5]2[C:7]2[CH:8]=[C:9]([CH:20]=[CH:21][CH:22]=2)[C:10]([NH:12][C:13]2[N:17]([CH3:18])[N:16]=[C:15]([CH3:19])[CH:14]=2)=[O:11])[CH2:26][CH2:25]1, predict the reactants needed to synthesize it. The reactants are: [ClH:1].Cl.[NH2:3][CH:4]1[CH2:6][CH:5]1[C:7]1[CH:8]=[C:9]([CH:20]=[CH:21][CH:22]=1)[C:10]([NH:12][C:13]1[N:17]([CH3:18])[N:16]=[C:15]([CH3:19])[CH:14]=1)=[O:11].[F:23][C:24]1([F:31])[CH2:29][CH2:28][C:27](=O)[CH2:26][CH2:25]1.C(=O)([O-])O.[Na+].